Dataset: Forward reaction prediction with 1.9M reactions from USPTO patents (1976-2016). Task: Predict the product of the given reaction. Given the reactants [CH3:1][O:2][C:3]1[CH:4]=[C:5]([NH:11][C:12]([NH:14][C:15]2[CH:16]=[CH:17][C:18]([O:25][CH:26]([C:34]3[CH:39]=[CH:38][CH:37]=[CH:36][C:35]=3[Cl:40])[C:27]3[CH:32]=[CH:31][C:30]([F:33])=[CH:29][CH:28]=3)=[C:19]([CH:24]=2)[C:20]([O:22]C)=[O:21])=[O:13])[CH:6]=[CH:7][C:8]=1[O:9][CH3:10].[OH-].[Na+].O.Cl, predict the reaction product. The product is: [CH3:1][O:2][C:3]1[CH:4]=[C:5]([NH:11][C:12]([NH:14][C:15]2[CH:16]=[CH:17][C:18]([O:25][CH:26]([C:34]3[CH:39]=[CH:38][CH:37]=[CH:36][C:35]=3[Cl:40])[C:27]3[CH:32]=[CH:31][C:30]([F:33])=[CH:29][CH:28]=3)=[C:19]([CH:24]=2)[C:20]([OH:22])=[O:21])=[O:13])[CH:6]=[CH:7][C:8]=1[O:9][CH3:10].